From a dataset of Full USPTO retrosynthesis dataset with 1.9M reactions from patents (1976-2016). Predict the reactants needed to synthesize the given product. (1) The reactants are: [N:1]([CH2:4][CH2:5][CH2:6][CH2:7][CH2:8][CH2:9][CH2:10]OS(C1C=CC(C)=CC=1)(=O)=O)=[N+:2]=[N-:3].[Cl:22][C:23]1[CH:28]=[CH:27][C:26]([OH:29])=[CH:25][CH:24]=1.C([O-])([O-])=O.[K+].[K+]. Given the product [N:1]([CH2:4][CH2:5][CH2:6][CH2:7][CH2:8][CH2:9][CH2:10][O:29][C:26]1[CH:27]=[CH:28][C:23]([Cl:22])=[CH:24][CH:25]=1)=[N+:2]=[N-:3], predict the reactants needed to synthesize it. (2) Given the product [C:3]1([C:39]2[CH:40]=[CH:41][CH:42]=[CH:43][CH:44]=2)[CH:4]=[CH:5][C:6]([C:8]2[CH:17]=[CH:16][C:15]3[C:10](=[CH:11][CH:12]=[C:13]([C:18]4[N:22]([CH:23]5[CH2:28][CH2:27][CH2:26][CH2:25][CH2:24]5)[C:21]5[CH:29]=[CH:30][C:31]([C:33]([OH:35])=[O:34])=[CH:32][C:20]=5[N:19]=4)[CH:14]=3)[N:9]=2)=[CH:7][CH:2]=1, predict the reactants needed to synthesize it. The reactants are: Br[C:2]1[CH:3]=[CH:4][C:5](O)=[C:6]([C:8]2[CH:17]=[CH:16][C:15]3[C:10](=[CH:11][CH:12]=[C:13]([C:18]4[N:22]([CH:23]5[CH2:28][CH2:27][CH2:26][CH2:25][CH2:24]5)[C:21]5[CH:29]=[CH:30][C:31]([C:33]([OH:35])=[O:34])=[CH:32][C:20]=5[N:19]=4)[CH:14]=3)[N:9]=2)[CH:7]=1.CO[C:39]1[CH:40]=[C:41](C(=O)C)[C:42]([C:39]2[CH:44]=[CH:43][CH:42]=[CH:41][C:40]=2C)=[CH:43][CH:44]=1.[OH-].[K+]. (3) Given the product [Cl:26][C:27]1[CH:28]=[C:29]([C:34]2[N:36]=[C:23]([CH:11]3[CH2:10][CH:9]([C:6]4[CH:5]=[CH:4][C:3]([CH2:1][CH3:2])=[CH:8][CH:7]=4)[CH2:14][N:13]([C:15]([N:17]4[CH2:22][CH2:21][O:20][CH2:19][CH2:18]4)=[O:16])[CH2:12]3)[O:24][N:35]=2)[CH:30]=[CH:31][C:32]=1[F:33], predict the reactants needed to synthesize it. The reactants are: [CH2:1]([C:3]1[CH:8]=[CH:7][C:6]([CH:9]2[CH2:14][N:13]([C:15]([N:17]3[CH2:22][CH2:21][O:20][CH2:19][CH2:18]3)=[O:16])[CH2:12][CH:11]([C:23](O)=[O:24])[CH2:10]2)=[CH:5][CH:4]=1)[CH3:2].[Cl:26][C:27]1[CH:28]=[C:29]([C:34](=[N:36]O)[NH2:35])[CH:30]=[CH:31][C:32]=1[F:33]. (4) Given the product [CH2:6]([NH:12][CH2:17][CH2:18][CH2:19][CH2:20][CH:21]=[CH2:22])[CH2:7][CH2:8][CH2:9][CH:10]=[CH2:11], predict the reactants needed to synthesize it. The reactants are: C(O)C.[OH-].[K+].[CH2:6]([N:12]([CH2:17][CH2:18][CH2:19][CH2:20][CH:21]=[CH2:22])CCC#N)[CH2:7][CH2:8][CH2:9][CH:10]=[CH2:11].O. (5) Given the product [CH2:20]([C:19]([C:16]1[CH:17]=[CH:18][C:13]([C:10]2[CH:11]=[CH:12][C:7]([CH2:6][C:5]([OH:41])=[O:4])=[C:8]([F:40])[CH:9]=2)=[C:14]([CH3:39])[CH:15]=1)([C:22]1[CH:27]=[CH:26][C:25]([C:28]#[C:29][C:30]2([OH:35])[CH2:34][CH2:33][CH2:32][CH2:31]2)=[C:24]([CH3:36])[CH:23]=1)[CH2:37][CH3:38])[CH3:21], predict the reactants needed to synthesize it. The reactants are: [OH-].[Na+].C[O:4][C:5](=[O:41])[CH2:6][C:7]1[CH:12]=[CH:11][C:10]([C:13]2[CH:18]=[CH:17][C:16]([C:19]([CH2:37][CH3:38])([C:22]3[CH:27]=[CH:26][C:25]([C:28]#[C:29][C:30]4([OH:35])[CH2:34][CH2:33][CH2:32][CH2:31]4)=[C:24]([CH3:36])[CH:23]=3)[CH2:20][CH3:21])=[CH:15][C:14]=2[CH3:39])=[CH:9][C:8]=1[F:40].[Cl-].[NH4+]. (6) The reactants are: [F:1][C:2]1[CH:7]=[C:6]([F:8])[CH:5]=[CH:4][C:3]=1[CH2:9][C:10]([OH:12])=[O:11].[N+:13]([O-])([OH:15])=[O:14]. Given the product [F:1][C:2]1[CH:7]=[C:6]([F:8])[C:5]([N+:13]([O-:15])=[O:14])=[CH:4][C:3]=1[CH2:9][C:10]([OH:12])=[O:11], predict the reactants needed to synthesize it.